The task is: Predict the reaction yield, written as a fraction of the theoretical maximum amount of product (1.0 means a 100% yield; for example, 0.34 means a 34% yield).. This data is from Reaction yield outcomes from USPTO patents with 853,638 reactions. The reactants are C([NH:8][CH2:9][CH2:10][CH2:11][C@H:12]([NH:22][S:23]([CH2:26][CH2:27][C:28]1[C:37]2[C:32](=[CH:33][CH:34]=[CH:35][CH:36]=2)[CH:31]=[CH:30][CH:29]=1)(=[O:25])=[O:24])[CH2:13][O:14][CH2:15][C:16]1[CH:21]=[CH:20][CH:19]=[CH:18][CH:17]=1)(OC(C)(C)C)=O.C(O)(C(F)(F)F)=O. No catalyst specified. The product is [NH2:8][CH2:9][CH2:10][CH2:11][C@H:12]([NH:22][S:23]([CH2:26][CH2:27][C:28]1[C:37]2[C:32](=[CH:33][CH:34]=[CH:35][CH:36]=2)[CH:31]=[CH:30][CH:29]=1)(=[O:25])=[O:24])[CH2:13][O:14][CH2:15][C:16]1[CH:17]=[CH:18][CH:19]=[CH:20][CH:21]=1. The yield is 0.600.